From a dataset of Peptide-MHC class I binding affinity with 185,985 pairs from IEDB/IMGT. Regression. Given a peptide amino acid sequence and an MHC pseudo amino acid sequence, predict their binding affinity value. This is MHC class I binding data. (1) The peptide sequence is RRKAMFEDI. The MHC is Mamu-B17 with pseudo-sequence Mamu-B17. The binding affinity (normalized) is 0. (2) The peptide sequence is MTAASYARY. The MHC is HLA-A24:03 with pseudo-sequence HLA-A24:03. The binding affinity (normalized) is 0.395.